From a dataset of Full USPTO retrosynthesis dataset with 1.9M reactions from patents (1976-2016). Predict the reactants needed to synthesize the given product. (1) Given the product [CH3:1][S:2]([O:5][CH2:6][C:7]([C:21]1[CH:26]=[CH:25][CH:24]=[C:23]([Br:27])[CH:22]=1)([C:14]1[CH:19]=[CH:18][CH:17]=[C:16]([Br:20])[CH:15]=1)[CH2:8][N:37]=[N+:38]=[N-:39])(=[O:4])=[O:3], predict the reactants needed to synthesize it. The reactants are: [CH3:1][S:2]([O:5][CH2:6][C:7]([C:21]1[CH:26]=[CH:25][CH:24]=[C:23]([Br:27])[CH:22]=1)([C:14]1[CH:19]=[CH:18][CH:17]=[C:16]([Br:20])[CH:15]=1)[CH2:8]OS(C)(=O)=O)(=[O:4])=[O:3].CN1C(=O)N(C)CCC1.[N-:37]=[N+:38]=[N-:39].[Na+]. (2) Given the product [C:20]([OH:22])(=[O:21])[CH3:19].[C:20]([OH:22])(=[O:21])[CH3:19].[NH:1]1[CH2:6][CH2:5][CH:4]([CH2:7][CH2:8][N:9]2[CH2:10][CH2:11][C:12]3([CH2:17][C:16](=[O:18])[N:15]([CH2:19][C:20]([OH:22])=[O:21])[C:14](=[O:27])[CH2:13]3)[CH2:28][CH2:29]2)[CH2:3][CH2:2]1, predict the reactants needed to synthesize it. The reactants are: [N:1]1[CH:6]=[CH:5][C:4]([CH2:7][CH2:8][N:9]2[CH2:29][CH2:28][C:12]3([CH2:17][C:16](=[O:18])[N:15]([CH2:19][C:20]([O:22]C(C)(C)C)=[O:21])[C:14](=[O:27])[CH2:13]3)[CH2:11][CH2:10]2)=[CH:3][CH:2]=1.